The task is: Predict which catalyst facilitates the given reaction.. This data is from Catalyst prediction with 721,799 reactions and 888 catalyst types from USPTO. (1) Reactant: [Cl:1][C:2]1[N:7]=[C:6]([CH2:8][C:9]([C:11]2[CH:12]=[C:13]([CH:25]=[CH:26][CH:27]=2)[C:14]([NH:16][C:17]2[C:22]([F:23])=[CH:21][CH:20]=[CH:19][C:18]=2[F:24])=[O:15])=O)[CH:5]=[CH:4][N:3]=1.C1C(=O)N(Br)C(=O)C1.[NH2:36][C:37]([NH2:39])=[S:38]. Product: [NH2:39][C:37]1[S:38][C:8]([C:6]2[CH:5]=[CH:4][N:3]=[C:2]([Cl:1])[N:7]=2)=[C:9]([C:11]2[CH:12]=[C:13]([CH:25]=[CH:26][CH:27]=2)[C:14]([NH:16][C:17]2[C:22]([F:23])=[CH:21][CH:20]=[CH:19][C:18]=2[F:24])=[O:15])[N:36]=1. The catalyst class is: 2. (2) Reactant: [Br:1][C:2]1[CH:7]=[C:6]([C:8]([CH3:11])([CH3:10])[CH3:9])[C:5]([OH:12])=[C:4]([C:13]([CH3:16])([CH3:15])[CH3:14])[CH:3]=1.C/C(/O[Si:20]([CH3:23])([CH3:22])[CH3:21])=N\[Si:20]([CH3:23])([CH3:22])[CH3:21]. Product: [Br:1][C:2]1[CH:3]=[C:4]([C:13]([CH3:16])([CH3:15])[CH3:14])[C:5]([O:12][Si:20]([CH3:23])([CH3:22])[CH3:21])=[C:6]([C:8]([CH3:9])([CH3:10])[CH3:11])[CH:7]=1. The catalyst class is: 10. (3) Reactant: [Br:1][C:2]1[CH:7]=[CH:6][C:5]([C:8](=O)[CH2:9][C:10]2[CH:15]=[CH:14][N:13]=[CH:12][N:11]=2)=[CH:4][CH:3]=1.[NH2:17][NH:18][CH3:19].[CH3:20]N(C(OC)OC)C. Product: [Br:1][C:2]1[CH:7]=[CH:6][C:5]([C:8]2[C:9]([C:10]3[CH:15]=[CH:14][N:13]=[CH:12][N:11]=3)=[CH:19][N:18]([CH3:20])[N:17]=2)=[CH:4][CH:3]=1. The catalyst class is: 5.